This data is from Reaction yield outcomes from USPTO patents with 853,638 reactions. The task is: Predict the reaction yield, written as a fraction of the theoretical maximum amount of product (1.0 means a 100% yield; for example, 0.34 means a 34% yield). (1) The reactants are [Br:1][C:2]1[N:10]=[CH:9][CH:8]=[CH:7][C:3]=1[C:4](O)=[O:5].C(N(CC)CC)C.ClC(OCC(C)C)=O.[BH4-].[Na+]. The yield is 0.900. The catalyst is C1COCC1.O. The product is [Br:1][C:2]1[C:3]([CH2:4][OH:5])=[CH:7][CH:8]=[CH:9][N:10]=1. (2) The reactants are [Br:1][C:2]1[CH:7]=[CH:6][C:5]([C@@H:8]([N:10]2[CH2:15][CH2:14][C@:13]([CH2:22][C:23](=[O:25])[CH3:24])([C:16]3[CH:21]=[CH:20][CH:19]=[CH:18][CH:17]=3)[O:12][C:11]2=[O:26])[CH3:9])=[CH:4][CH:3]=1.[CH3:27][Mg]Br. The catalyst is C1COCC1. The product is [Br:1][C:2]1[CH:7]=[CH:6][C:5]([C@@H:8]([N:10]2[CH2:15][CH2:14][C@:13]([CH2:22][C:23]([OH:25])([CH3:27])[CH3:24])([C:16]3[CH:17]=[CH:18][CH:19]=[CH:20][CH:21]=3)[O:12][C:11]2=[O:26])[CH3:9])=[CH:4][CH:3]=1. The yield is 0.650. (3) The reactants are [CH2:1]([O:3][C:4](=[O:20])[CH:5]([C:10](=[O:19])[C:11]1[CH:16]=[CH:15][CH:14]=[C:13]([O:17][CH3:18])[CH:12]=1)[CH2:6][C:7](=O)[CH3:8])[CH3:2].Cl.C(=O)(O)[O-].[Na+].CCCCCC.CCOC(C)=O. The catalyst is CCO.CCOC(C)=O. The product is [CH2:1]([O:3][C:4]([C:5]1[CH:6]=[C:7]([CH3:8])[O:19][C:10]=1[C:11]1[CH:16]=[CH:15][CH:14]=[C:13]([O:17][CH3:18])[CH:12]=1)=[O:20])[CH3:2]. The yield is 0.900. (4) The reactants are Br[C:2]1[C:7]([CH:8]=[O:9])=[CH:6][CH:5]=[CH:4][C:3]=1[CH:10]([O:15][C:16]([CH3:19])([CH3:18])[CH3:17])[C:11]([O:13][CH3:14])=[O:12].C(=O)([O-])[O-].[Na+].[Na+].CC1(C)C(C)(C)OB([C:34]2[CH:35]=[C:36]3[C:41](=[CH:42][CH:43]=2)[O:40][CH2:39][CH2:38][CH2:37]3)O1. The catalyst is O1CCOCC1.O.C1(P(C2C=CC=CC=2)C2C=CC=CC=2)C=CC=CC=1.C1(P(C2C=CC=CC=2)C2C=CC=CC=2)C=CC=CC=1.C1(P(C2C=CC=CC=2)C2C=CC=CC=2)C=CC=CC=1.C1(P(C2C=CC=CC=2)C2C=CC=CC=2)C=CC=CC=1.[Pd]. The product is [C:16]([O:15][CH:10]([C:3]1[CH:4]=[CH:5][CH:6]=[C:7]([CH:8]=[O:9])[C:2]=1[C:34]1[CH:43]=[CH:42][C:41]2[O:40][CH2:39][CH2:38][CH2:37][C:36]=2[CH:35]=1)[C:11]([O:13][CH3:14])=[O:12])([CH3:19])([CH3:18])[CH3:17]. The yield is 0.700.